The task is: Predict which catalyst facilitates the given reaction.. This data is from Catalyst prediction with 721,799 reactions and 888 catalyst types from USPTO. Reactant: [NH2:1][C:2]1[C:7]([N:8]2[CH2:13][CH2:12][N:11]([C:14]([O:16][C:17]([CH3:20])([CH3:19])[CH3:18])=[O:15])[C@@H:10]([CH2:21][C:22]3[CH:27]=[CH:26][CH:25]=[CH:24][CH:23]=3)[CH2:9]2)=[N:6][C:5](Br)=[CH:4][N:3]=1.[CH3:29][C:30]1[C:38]2[C:33](=[CH:34][CH:35]=[C:36]([Sn](C)(C)C)[CH:37]=2)[NH:32][N:31]=1.C1(C)C=CC=CC=1P(C1C=CC=CC=1C)C1C=CC=CC=1C.C(N(CC)CC)C. Product: [NH2:1][C:2]1[C:7]([N:8]2[CH2:13][CH2:12][N:11]([C:14]([O:16][C:17]([CH3:20])([CH3:19])[CH3:18])=[O:15])[C@@H:10]([CH2:21][C:22]3[CH:27]=[CH:26][CH:25]=[CH:24][CH:23]=3)[CH2:9]2)=[N:6][C:5]([C:36]2[CH:37]=[C:38]3[C:33](=[CH:34][CH:35]=2)[NH:32][N:31]=[C:30]3[CH3:29])=[CH:4][N:3]=1. The catalyst class is: 39.